This data is from Reaction yield outcomes from USPTO patents with 853,638 reactions. The task is: Predict the reaction yield, written as a fraction of the theoretical maximum amount of product (1.0 means a 100% yield; for example, 0.34 means a 34% yield). The reactants are Cl.Cl.Cl.[CH3:4][C:5]1[C:9]([C:10]2[C:19]3[O:18][CH2:17][C@H:16]([C:20]4[CH:25]=[CH:24][CH:23]=[CH:22][N:21]=4)[N:15]4[C:26]([N:28]5[CH2:33][CH2:32][NH:31][CH2:30][CH2:29]5)=[N:27][C:13]([C:14]=34)=[CH:12][CH:11]=2)=[C:8]([CH3:34])[O:7][N:6]=1.C(=O)([O-])[O-].[K+].[K+].Cl[CH2:42][C:43]([N:45]([CH3:47])[CH3:46])=[O:44]. The catalyst is C(Cl)Cl.CO. The product is [CH3:4][C:5]1[C:9]([C:10]2[C:19]3[O:18][CH2:17][C@H:16]([C:20]4[CH:25]=[CH:24][CH:23]=[CH:22][N:21]=4)[N:15]4[C:26]([N:28]5[CH2:33][CH2:32][N:31]([CH2:42][C:43]([N:45]([CH3:47])[CH3:46])=[O:44])[CH2:30][CH2:29]5)=[N:27][C:13]([C:14]=34)=[CH:12][CH:11]=2)=[C:8]([CH3:34])[O:7][N:6]=1. The yield is 0.300.